From a dataset of Forward reaction prediction with 1.9M reactions from USPTO patents (1976-2016). Predict the product of the given reaction. (1) Given the reactants C[O:2][C:3](=[O:16])[CH:4]([O:6][C:7]1[CH:12]=[CH:11][C:10]([N+:13]([O-:15])=[O:14])=[CH:9][CH:8]=1)[CH3:5], predict the reaction product. The product is: [N+:13]([C:10]1[CH:9]=[CH:8][C:7]([O:6][CH:4]([CH3:5])[C:3]([OH:16])=[O:2])=[CH:12][CH:11]=1)([O-:15])=[O:14]. (2) The product is: [C:24]([O:27][CH2:28][C:29]1[C:30]([N:44]2[C:45](=[O:57])[C:46]3[S:52][C:51]4[CH2:53][CH2:54][CH2:55][CH2:56][C:50]=4[C:47]=3[CH2:48][CH2:49]2)=[CH:31][CH:32]=[CH:33][C:34]=1[C:2]1[CH:3]=[C:4]([NH:10][C:11]2[CH:16]=[CH:15][C:14]([CH:17]3[CH2:22][CH2:21][N:20]([CH3:23])[CH2:19][CH2:18]3)=[CH:13][N:12]=2)[C:5](=[O:9])[N:6]([CH3:8])[CH:7]=1)(=[O:26])[CH3:25]. Given the reactants Br[C:2]1[CH:3]=[C:4]([NH:10][C:11]2[CH:16]=[CH:15][C:14]([CH:17]3[CH2:22][CH2:21][N:20]([CH3:23])[CH2:19][CH2:18]3)=[CH:13][N:12]=2)[C:5](=[O:9])[N:6]([CH3:8])[CH:7]=1.[C:24]([O:27][CH2:28][C:29]1[C:34](B2OC(C)(C)C(C)(C)O2)=[CH:33][CH:32]=[CH:31][C:30]=1[N:44]1[CH2:49][CH2:48][C:47]2[C:50]3[CH2:56][CH2:55][CH2:54][CH2:53][C:51]=3[S:52][C:46]=2[C:45]1=[O:57])(=[O:26])[CH3:25].CC([O-])=O.[Na+], predict the reaction product. (3) Given the reactants [Cl:1][C:2]1[CH:8]=[CH:7][CH:6]=[CH:5][C:3]=1[NH2:4].[CH:9](=O)[C:10]1[CH:15]=[CH:14][CH:13]=[CH:12][CH:11]=1, predict the reaction product. The product is: [C:10]1([CH:9]=[N:4][C:3]2[CH:5]=[CH:6][CH:7]=[CH:8][C:2]=2[Cl:1])[CH:15]=[CH:14][CH:13]=[CH:12][CH:11]=1. (4) The product is: [N+:1]([O-:4])([O-:3])=[O:2].[La+3:15].[N+:11]([O-:14])([O-:13])=[O:12].[N+:16]([O-:19])([O-:18])=[O:17]. Given the reactants [N+:1]([O-:4])([OH:3])=[O:2].O.O.O.O.O.O.[N+:11]([O-:14])([O-:13])=[O:12].[La+3:15].[N+:16]([O-:19])([O-:18])=[O:17].[N+]([O-])([O-])=O, predict the reaction product. (5) Given the reactants [CH2:1]([O:3][CH2:4][C:5]([NH:7][C:8]1[CH:9]=[N:10][C:11]2[C:16]([C:17]=1[NH:18][N:19]1[CH2:24][CH2:23][O:22][CH2:21][CH2:20]1)=[CH:15][CH:14]=[CH:13][CH:12]=2)=O)[CH3:2].Cl.N1C=CC=CC=1.CO, predict the reaction product. The product is: [CH2:1]([O:3][CH2:4][C:5]1[N:18]([N:19]2[CH2:24][CH2:23][O:22][CH2:21][CH2:20]2)[C:17]2[C:16]3[CH:15]=[CH:14][CH:13]=[CH:12][C:11]=3[N:10]=[CH:9][C:8]=2[N:7]=1)[CH3:2]. (6) Given the reactants [NH2:1][C:2]1[C:3]2[C:8]([N:9]=[C:10]3[C:15]=1[CH:14]=[CH:13][CH:12]=[CH:11]3)=[CH:7][CH:6]=[CH:5][CH:4]=2.Br[C:17]1[CH:22]=[CH:21][CH:20]=[CH:19][C:18]=1[N+:23]([O-:25])=[O:24].O, predict the reaction product. The product is: [N+:23]([C:18]1[CH:19]=[CH:20][CH:21]=[CH:22][C:17]=1[NH:1][C:2]1[C:3]2[C:8]([N:9]=[C:10]3[C:15]=1[CH:14]=[CH:13][CH:12]=[CH:11]3)=[CH:7][CH:6]=[CH:5][CH:4]=2)([O-:25])=[O:24]. (7) Given the reactants [CH2:1]1[CH:5]2[CH2:6][NH:7][CH2:8][CH:4]2[CH2:3][N:2]1[C:9]([O:11][C:12]([CH3:15])([CH3:14])[CH3:13])=[O:10].C(N(C(C)C)C(C)C)C.[Br:25][C:26]1[CH:34]=[CH:33][C:29]([C:30](Cl)=[O:31])=[CH:28][CH:27]=1, predict the reaction product. The product is: [C:12]([O:11][C:9]([N:2]1[CH2:3][CH:4]2[CH:5]([CH2:6][N:7]([C:30](=[O:31])[C:29]3[CH:33]=[CH:34][C:26]([Br:25])=[CH:27][CH:28]=3)[CH2:8]2)[CH2:1]1)=[O:10])([CH3:15])([CH3:14])[CH3:13].